From a dataset of Reaction yield outcomes from USPTO patents with 853,638 reactions. Predict the reaction yield, written as a fraction of the theoretical maximum amount of product (1.0 means a 100% yield; for example, 0.34 means a 34% yield). (1) The reactants are Cl.[CH3:2][C@H:3]1[CH2:8][C:7](=[O:9])[CH2:6][CH2:5][NH:4]1.C([O-])([O-])=O.[K+].[K+].[Cl:16][C:17]1[CH:22]=[CH:21][C:20]([C:23]2[CH:28]=[CH:27][CH:26]=[CH:25][C:24]=2[CH2:29]I)=[CH:19][CH:18]=1. The catalyst is C(#N)C. The product is [Cl:16][C:17]1[CH:18]=[CH:19][C:20]([C:23]2[CH:28]=[CH:27][CH:26]=[CH:25][C:24]=2[CH2:29][N:4]2[CH2:5][CH2:6][C:7](=[O:9])[CH2:8][C@@H:3]2[CH3:2])=[CH:21][CH:22]=1. The yield is 0.850. (2) The reactants are [CH2:1]1[C:10]2[C:5](=[C:6]([O:11][CH2:12][C:13]([O:15][CH2:16][CH3:17])=[O:14])[CH:7]=[CH:8][CH:9]=2)[CH2:4][CH2:3][NH:2]1.CCN(CC)CC.[CH3:25][S:26](Cl)(=[O:28])=[O:27]. The catalyst is C(Cl)Cl. The product is [CH3:25][S:26]([N:2]1[CH2:3][CH2:4][C:5]2[C:10](=[CH:9][CH:8]=[CH:7][C:6]=2[O:11][CH2:12][C:13]([O:15][CH2:16][CH3:17])=[O:14])[CH2:1]1)(=[O:28])=[O:27]. The yield is 0.780.